This data is from Catalyst prediction with 721,799 reactions and 888 catalyst types from USPTO. The task is: Predict which catalyst facilitates the given reaction. (1) Reactant: [CH3:1][O:2][C:3]1[C:27]([O:28][CH3:29])=[CH:26][C:6]2[CH:7]3[N:12]([CH:13]([CH2:15][C:16]([F:19])([F:18])[F:17])[CH2:14][C:5]=2[CH:4]=1)[CH:11]=[C:10]([C:20]([O:22][CH2:23][CH3:24])=[O:21])[C:9](=[O:25])[CH2:8]3.C1(Cl)C(=O)C(Cl)=C(Cl)C(=O)C=1Cl. Product: [CH3:1][O:2][C:3]1[C:27]([O:28][CH3:29])=[CH:26][C:6]2[C:7]3[N:12]([CH:13]([CH2:15][C:16]([F:19])([F:17])[F:18])[CH2:14][C:5]=2[CH:4]=1)[CH:11]=[C:10]([C:20]([O:22][CH2:23][CH3:24])=[O:21])[C:9](=[O:25])[CH:8]=3. The catalyst class is: 57. (2) Reactant: [Br:1][C:2]1[CH:3]=[N:4][C:5]2[C:10]([CH:11]=1)=[CH:9][C:8]([O:12][CH:13](CC)[C:14]([OH:16])=O)=[CH:7][CH:6]=2.[C:19]([NH2:23])([CH3:22])([CH3:21])[CH3:20].N1(O[P+](N(C)C)(N(C)C)N(C)C)C2C=CC=CC=2N=N1.F[P-](F)(F)(F)(F)F.C(N(C(C)C)C(C)C)C.[Cl-].[Na+].O.[C:63](OCC)(=[O:65])C. Product: [Br:1][C:2]1[CH:3]=[N:4][C:5]2[C:10]([CH:11]=1)=[CH:9][C:8]([O:12][CH:13]([O:65][CH3:63])[C:14]([NH:23][C:19]([CH3:22])([CH3:21])[CH3:20])=[O:16])=[CH:7][CH:6]=2. The catalyst class is: 9. (3) Reactant: [NH2:1][C:2]1[CH:7]=[CH:6][CH:5]=[CH:4][CH:3]=1.C(N(CC)CC)C.ClC(Cl)(O[C:19](=[O:25])OC(Cl)(Cl)Cl)Cl.[NH2:27][C@@H:28]1[CH2:32][CH2:31][C@@H:30]([C:33]([N:35]2[CH2:42][CH2:41][C@:40]3([CH3:46])[C:43]([CH3:45])([CH3:44])[C@H:36]2[CH2:37][C:38]2[C:50]([OH:51])=[CH:49][CH:48]=[CH:47][C:39]=23)=[O:34])[CH2:29]1. Product: [OH:51][C:50]1[C:38]2[CH2:37][C@@H:36]3[C:43]([CH3:44])([CH3:45])[C@:40]([CH3:46])([C:39]=2[CH:47]=[CH:48][CH:49]=1)[CH2:41][CH2:42][N:35]3[C:33]([C@@H:30]1[CH2:31][CH2:32][C@@H:28]([NH:27][C:19]([NH:1][C:2]2[CH:7]=[CH:6][CH:5]=[CH:4][CH:3]=2)=[O:25])[CH2:29]1)=[O:34]. The catalyst class is: 4. (4) Reactant: Cl[C:2]1[C:11]2[C:6](=[CH:7][CH:8]=[CH:9][CH:10]=2)[N:5]=[CH:4][N:3]=1.O.[NH2:13][NH2:14]. Product: [NH:13]([C:2]1[C:11]2[C:6](=[CH:7][CH:8]=[CH:9][CH:10]=2)[N:5]=[CH:4][N:3]=1)[NH2:14]. The catalyst class is: 8.